From a dataset of Reaction yield outcomes from USPTO patents with 853,638 reactions. Predict the reaction yield, written as a fraction of the theoretical maximum amount of product (1.0 means a 100% yield; for example, 0.34 means a 34% yield). (1) The reactants are [CH3:1][S:2](Cl)(=[O:4])=[O:3].[Cl:6][C:7]1[CH:8]=[C:9]2[C:14](=[CH:15][CH:16]=1)[CH:13]=[C:12]([S:17]([CH2:20][CH2:21][C:22]([N:24]1[CH2:29][CH2:28][CH:27]([NH:30][CH2:31][C:32]3[N:33]=[CH:34][N:35](C(C4C=CC=CC=4)(C4C=CC=CC=4)C4C=CC=CC=4)[CH:36]=3)[CH2:26][CH2:25]1)=[O:23])(=[O:19])=[O:18])[CH:11]=[CH:10]2.C(N(CC)CC)C. The catalyst is ClCCl. The product is [Cl:6][C:7]1[CH:8]=[C:9]2[C:14](=[CH:15][CH:16]=1)[CH:13]=[C:12]([S:17]([CH2:20][CH2:21][C:22]([N:24]1[CH2:29][CH2:28][CH:27]([N:30]([CH2:31][C:32]3[N:33]=[CH:34][NH:35][CH:36]=3)[S:2]([CH3:1])(=[O:4])=[O:3])[CH2:26][CH2:25]1)=[O:23])(=[O:19])=[O:18])[CH:11]=[CH:10]2. The yield is 0.190. (2) The catalyst is CO. The product is [Br:11][C:12]1[C:13]([O:22][CH3:23])=[CH:14][C:15]([O:20][CH3:21])=[C:16](/[CH:17]=[CH:2]/[C:3]([C:5]2[CH:6]=[CH:7][CH:8]=[CH:9][C:10]=2[OH:24])=[O:4])[CH:19]=1. The reactants are O[CH2:2][C:3]([C:5]1[CH:10]=[CH:9][CH:8]=[CH:7][CH:6]=1)=[O:4].[Br:11][C:12]1[C:13]([O:22][CH3:23])=[CH:14][C:15]([O:20][CH3:21])=[C:16]([CH:19]=1)[CH:17]=O.[OH-:24].[K+]. The yield is 0.940. (3) The reactants are [CH2:1]([N+:3]([CH3:11])([CH3:10])[CH2:4][CH2:5][CH2:6][C:7]([O-:9])=[O:8])[CH3:2].[C:12]([OH:19])(=[O:18])/[CH:13]=[CH:14]/[C:15]([OH:17])=[O:16]. The catalyst is C(O)C. The product is [C:15](/[CH:14]=[CH:13]/[C:12]([O-:19])=[O:18])([OH:17])=[O:16].[C:7]([CH2:6][CH2:5][CH2:4][N+:3]([CH2:1][CH3:2])([CH3:10])[CH3:11])([OH:9])=[O:8]. The yield is 0.850. (4) The reactants are [Cl-].O[NH3+:3].[C:4](=[O:7])([O-])[OH:5].[Na+].CS(C)=O.[CH3:13][C:14]1[N:18]=[C:17]([C@H:19]2[CH2:24][CH2:23][C@H:22]([N:25]3[C:30](=[O:31])[C:29]([CH2:32][C:33]4[CH:38]=[CH:37][C:36]([C:39]5[C:40]([C:45]#[N:46])=[CH:41][CH:42]=[CH:43][CH:44]=5)=[CH:35][CH:34]=4)=[C:28]([CH2:47][CH2:48][CH3:49])[N:27]4[N:50]=[CH:51][N:52]=[C:26]34)[CH2:21][CH2:20]2)[O:16][N:15]=1. The catalyst is C(OCC)(=O)C. The product is [CH3:13][C:14]1[N:18]=[C:17]([C@H:19]2[CH2:20][CH2:21][C@H:22]([N:25]3[C:30](=[O:31])[C:29]([CH2:32][C:33]4[CH:38]=[CH:37][C:36]([C:39]5[CH:44]=[CH:43][CH:42]=[CH:41][C:40]=5[C:45]5[NH:3][C:4](=[O:7])[O:5][N:46]=5)=[CH:35][CH:34]=4)=[C:28]([CH2:47][CH2:48][CH3:49])[N:27]4[N:50]=[CH:51][N:52]=[C:26]34)[CH2:23][CH2:24]2)[O:16][N:15]=1. The yield is 0.380.